Dataset: Reaction yield outcomes from USPTO patents with 853,638 reactions. Task: Predict the reaction yield, written as a fraction of the theoretical maximum amount of product (1.0 means a 100% yield; for example, 0.34 means a 34% yield). (1) The reactants are [F:1][C:2]1[C:7]([F:8])=[CH:6][C:5]([CH2:9][CH2:10][OH:11])=[C:4]([O:12]C)[CH:3]=1.B(Br)(Br)Br.O. The yield is 0.608. The product is [F:8][C:7]1[C:2]([F:1])=[CH:3][C:4]([OH:12])=[C:5]([CH2:9][CH2:10][OH:11])[CH:6]=1. The catalyst is C(Cl)Cl. (2) The reactants are [Cl:1][C:2]1[CH:3]=[C:4]([NH:8][C:9](=[O:14])[CH2:10][CH2:11][C:12]#[CH:13])[CH:5]=[CH:6][CH:7]=1.[O:15](C(OC(C)(C)C)=O)[C:16]([O:18][C:19]([CH3:22])([CH3:21])[CH3:20])=O. No catalyst specified. The product is [Cl:1][C:2]1[CH:3]=[C:4]([N:8]([C:9](=[O:14])[CH2:10][CH2:11][C:12]#[CH:13])[C:16](=[O:15])[O:18][C:19]([CH3:22])([CH3:21])[CH3:20])[CH:5]=[CH:6][CH:7]=1. The yield is 0.880.